Dataset: PAMPA permeability data for FDA-approved drugs from NCATS. Task: Regression/Classification. Given a drug SMILES string, predict its absorption, distribution, metabolism, or excretion properties. Task type varies by dataset: regression for continuous measurements (e.g., permeability, clearance, half-life) or binary classification for categorical outcomes (e.g., BBB penetration, CYP inhibition). Dataset: approved_pampa_ncats. (1) The compound is CCN(CC)C(=O)/C(=C/C1=CC(=C(C(=C1)O)O)[N+](=O)[O-])/C#N. The result is 1 (high permeability). (2) The result is 0 (low-to-moderate permeability). The drug is COC1=C(C=C(C=C1)C2=CC(=NN2C3=CC=C(C=C3)S(=O)(=O)N)C(F)F)F. (3) The compound is CN1C(=O)[C@]23C[C@H]4C(C)(C)[C@]5(CNc6c5ccc5c6OC=CC(C)(C)O5)C[C@@]41CN2CC[C@@]3(C)O. The result is 0 (low-to-moderate permeability).